The task is: Predict the reaction yield, written as a fraction of the theoretical maximum amount of product (1.0 means a 100% yield; for example, 0.34 means a 34% yield).. This data is from Reaction yield outcomes from USPTO patents with 853,638 reactions. (1) The reactants are [C:1]([CH2:4][C:5]1[CH:10]=[CH:9][C:8]([CH2:11][CH2:12][CH2:13][CH2:14][N:15]=[N+]=[N-])=[CH:7][CH:6]=1)([OH:3])=[O:2].C1(P(C2C=CC=CC=2)C2C=CC=CC=2)C=CC=CC=1. The catalyst is O.C1COCC1. The product is [C:1]([CH2:4][C:5]1[CH:10]=[CH:9][C:8]([CH2:11][CH2:12][CH2:13][CH2:14][NH2:15])=[CH:7][CH:6]=1)([OH:3])=[O:2]. The yield is 0.530. (2) The reactants are [F:1][C:2]1[CH:3]=[C:4]([NH2:24])[CH:5]=[CH:6][C:7]=1[O:8][C:9]1[CH:14]=[CH:13][N:12]=[C:11]2[CH:15]=[C:16]([C:18]3[N:19]=[CH:20][N:21]([CH3:23])[CH:22]=3)[S:17][C:10]=12.FC1C=C(NC(NC(=O)CC2C=CC=CC=2)=S)C=CC=1OC1C=CN=C2C=C(C3C=CC(S(C)(=O)=O)=CC=3)SC=12.[CH3:65][O:66][C:67]1[CH:72]=[CH:71][CH:70]=[CH:69][C:68]=1[CH2:73][C:74]([N:76]=[C:77]=[S:78])=[O:75]. No catalyst specified. The product is [F:1][C:2]1[CH:3]=[C:4]([NH:24][C:77]([NH:76][C:74](=[O:75])[CH2:73][C:68]2[CH:69]=[CH:70][CH:71]=[CH:72][C:67]=2[O:66][CH3:65])=[S:78])[CH:5]=[CH:6][C:7]=1[O:8][C:9]1[CH:14]=[CH:13][N:12]=[C:11]2[CH:15]=[C:16]([C:18]3[N:19]=[CH:20][N:21]([CH3:23])[CH:22]=3)[S:17][C:10]=12. The yield is 0.520. (3) The reactants are [F:1][C:2]1[CH:7]=[CH:6][C:5]([C:8]2[C:16]3[C:15]([O:17][CH2:18][CH2:19][CH2:20][O:21][C:22]4[CH:23]=[C:24]([CH:26]=[CH:27][CH:28]=4)[NH2:25])=[N:14][CH:13]=[N:12][C:11]=3[S:10][CH:9]=2)=[CH:4][CH:3]=1.[CH:29]([N:32]([CH:35](C)C)CC)(C)[CH3:30].ClC(Cl)([O:41]C(=O)OC(Cl)(Cl)Cl)Cl.C(N)C. The catalyst is ClCCl. The product is [CH2:29]([NH:32][C:35]([NH:25][C:24]1[CH:26]=[CH:27][CH:28]=[C:22]([O:21][CH2:20][CH2:19][CH2:18][O:17][C:15]2[C:16]3[C:8]([C:5]4[CH:6]=[CH:7][C:2]([F:1])=[CH:3][CH:4]=4)=[CH:9][S:10][C:11]=3[N:12]=[CH:13][N:14]=2)[CH:23]=1)=[O:41])[CH3:30]. The yield is 0.510. (4) The reactants are [C:1](Cl)(=[O:3])[CH3:2].[Cl-].[Al+3].[Cl-].[Cl-].[CH2:9]([C:11]1[CH:12]=[C:13]2[C:17](=[CH:18][CH:19]=1)[CH2:16][CH:15]([NH:20][C:21](=[O:26])[C:22]([F:25])([F:24])[F:23])[CH2:14]2)[CH3:10].C(OC(C)C)(=O)C. The catalyst is Cl. The product is [C:1]([C:19]1[CH:18]=[C:17]2[C:13](=[CH:12][C:11]=1[CH2:9][CH3:10])[CH2:14][CH:15]([NH:20][C:21](=[O:26])[C:22]([F:24])([F:23])[F:25])[CH2:16]2)(=[O:3])[CH3:2]. The yield is 0.940. (5) The reactants are C([O:8][C:9]1[CH:17]=[C:16]([F:18])[CH:15]=[C:14]2[C:10]=1[C:11]([CH2:21][CH2:22][N:23]1[CH2:31][C:30]3[C:25](=[CH:26][CH:27]=[CH:28][CH:29]=3)[CH2:24]1)=[CH:12][N:13]2[CH2:19][CH3:20])C1C=CC=CC=1. The catalyst is CO.[Pd]. The product is [CH2:19]([N:13]1[C:14]2[CH:15]=[C:16]([F:18])[CH:17]=[C:9]([OH:8])[C:10]=2[C:11]([CH2:21][CH2:22][N:23]2[CH2:24][C:25]3[C:30](=[CH:29][CH:28]=[CH:27][CH:26]=3)[CH2:31]2)=[CH:12]1)[CH3:20]. The yield is 0.700. (6) The reactants are C1(P(C2C=CC=CC=2)C2C=CC=CC=2)C=CC=CC=1.N1C=CN=C1.[I:25]I.O[CH2:28][CH2:29][S:30][C:31]1[CH:36]=[CH:35][C:34]([N+:37]([O-:39])=[O:38])=[CH:33][C:32]=1[NH:40][CH:41]1[CH2:46][CH2:45][N:44]([C:47]([O:49][C:50]([CH3:53])([CH3:52])[CH3:51])=[O:48])[CH2:43][CH2:42]1. The catalyst is O1CCCC1.C(OCC)(=O)C. The product is [I:25][CH2:28][CH2:29][S:30][C:31]1[CH:36]=[CH:35][C:34]([N+:37]([O-:39])=[O:38])=[CH:33][C:32]=1[NH:40][CH:41]1[CH2:46][CH2:45][N:44]([C:47]([O:49][C:50]([CH3:53])([CH3:52])[CH3:51])=[O:48])[CH2:43][CH2:42]1. The yield is 0.990.